Task: Predict the reaction yield, written as a fraction of the theoretical maximum amount of product (1.0 means a 100% yield; for example, 0.34 means a 34% yield).. Dataset: Reaction yield outcomes from USPTO patents with 853,638 reactions (1) The reactants are [F:1][C:2]([F:43])([F:42])[C:3]1[CH:4]=[C:5]([CH:39]=[CH:40][CH:41]=1)[CH2:6][NH:7][C:8](=[O:38])[C:9]1[CH:14]=[CH:13][N:12]=[C:11]([C:15]2[CH:20]=[C:19]([N:21]3[CH2:26][CH2:25][CH2:24][CH2:23][CH2:22]3)[CH:18]=[CH:17][C:16]=2[NH:27][C:28](=[O:37])[C:29]2[CH:34]=[CH:33][CH:32]=[C:31]([CH2:35]Br)[CH:30]=2)[CH:10]=1.[CH3:44][N:45]1[CH2:51][CH2:50][CH2:49][NH:48][CH2:47][CH2:46]1.C(=O)([O-])[O-].[K+].[K+]. The catalyst is CN(C)C=O.O. The product is [CH3:44][N:45]1[CH2:51][CH2:50][CH2:49][N:48]([CH2:35][C:31]2[CH:30]=[C:29]([CH:34]=[CH:33][CH:32]=2)[C:28]([NH:27][C:16]2[CH:17]=[CH:18][C:19]([N:21]3[CH2:26][CH2:25][CH2:24][CH2:23][CH2:22]3)=[CH:20][C:15]=2[C:11]2[CH:10]=[C:9]([CH:14]=[CH:13][N:12]=2)[C:8]([NH:7][CH2:6][C:5]2[CH:39]=[CH:40][CH:41]=[C:3]([C:2]([F:43])([F:42])[F:1])[CH:4]=2)=[O:38])=[O:37])[CH2:47][CH2:46]1. The yield is 0.230. (2) The reactants are [NH2:1][C:2]1[CH:7]=[CH:6][CH:5]=[C:4]([CH3:8])[CH:3]=1.[OH-].[Na+].[CH3:11][C:12]1[CH:20]=[CH:19][CH:18]=[CH:17][C:13]=1[C:14](Cl)=[O:15]. The catalyst is CC(C)=O.O. The product is [CH3:11][C:12]1[CH:20]=[CH:19][CH:18]=[CH:17][C:13]=1[C:14]([NH:1][C:2]1[CH:3]=[C:4]([CH3:8])[CH:5]=[CH:6][CH:7]=1)=[O:15]. The yield is 0.966. (3) The reactants are [CH:1]1([SH:6])CCC[CH2:2]1.FC1C=C(C)C=CC=1[N+]([O-])=[O:15].[CH:18]1([S:23]([C:26]2[CH:27]=[C:28]([CH3:35])[CH:29]=[CH:30][C:31]=2[N+:32]([O-])=O)(=[O:25])=[O:24])[CH2:22][CH2:21][CH2:20][CH2:19]1.C1(S(C2C=C(C)C=CC=2N)(=O)=O)CCCC1.[NH2:52][C:53]1SC=[CH:56][N:57]=1. No catalyst specified. The product is [CH:18]1([S:23]([C:26]2[CH:27]=[C:28]([CH3:35])[CH:29]=[CH:30][C:31]=2[NH:32][C:56]([NH:57][C:53]2[S:6][CH:1]=[CH:2][N:52]=2)=[O:15])(=[O:25])=[O:24])[CH2:22][CH2:21][CH2:20][CH2:19]1. The yield is 0.620. (4) The reactants are [C:1]([C:3]1[CH:4]=[C:5]([C:22]([CH3:24])=[CH2:23])[C:6]2[O:10][C:9]([C:11]3[CH:20]=[CH:19][C:14]([C:15]([O:17][CH3:18])=[O:16])=[CH:13][CH:12]=3)=[N:8][C:7]=2[CH:21]=1)#[N:2].[H][H]. The catalyst is [Pd].O1CCCC1. The product is [C:1]([C:3]1[CH:4]=[C:5]([CH:22]([CH3:24])[CH3:23])[C:6]2[O:10][C:9]([C:11]3[CH:20]=[CH:19][C:14]([C:15]([O:17][CH3:18])=[O:16])=[CH:13][CH:12]=3)=[N:8][C:7]=2[CH:21]=1)#[N:2]. The yield is 0.990.